From a dataset of Forward reaction prediction with 1.9M reactions from USPTO patents (1976-2016). Predict the product of the given reaction. (1) Given the reactants [CH3:1][NH:2][C:3]([C:5]1[CH:6]=[N:7][C:8]([O:11][C:12]2[C:22]([I:23])=[CH:21][C:15]3[CH2:16][CH2:17][NH:18][CH2:19][CH2:20][C:14]=3[CH:13]=2)=[CH:9][CH:10]=1)=[O:4].[C:24]1(=O)[CH2:27][CH2:26][CH2:25]1, predict the reaction product. The product is: [CH:24]1([N:18]2[CH2:17][CH2:16][C:15]3[CH:21]=[C:22]([I:23])[C:12]([O:11][C:8]4[N:7]=[CH:6][C:5]([C:3]([NH:2][CH3:1])=[O:4])=[CH:10][CH:9]=4)=[CH:13][C:14]=3[CH2:20][CH2:19]2)[CH2:27][CH2:26][CH2:25]1. (2) Given the reactants [NH2:1][C:2]1[CH:3]=[CH:4][N:5]([CH3:27])[C:6]2[C:7]=1[CH:8]=[CH:9][C:10]1[N:19]([C:20]3[CH:25]=[CH:24][C:23]([F:26])=[CH:22][CH:21]=3)[CH2:18][CH:17]=[C:12]3[NH:13][C:14](=[O:16])[C:15]=2[C:11]=13.C(O)(=O)C.C([BH3-])#N.[Na+].[CH3:36][C:37]1[N:42]=[C:41]([CH:43]=O)[CH:40]=[CH:39][CH:38]=1, predict the reaction product. The product is: [F:26][C:23]1[CH:22]=[CH:21][C:20]([N:19]2[C:10]3=[C:11]4[C:15](=[C:6]5[N:5]([CH3:27])[CH:4]=[CH:3][C:2]([NH:1][CH2:43][C:41]6[CH:40]=[CH:39][CH:38]=[C:37]([CH3:36])[N:42]=6)=[C:7]5[CH:8]=[CH:9]3)[C:14](=[O:16])[NH:13][C:12]4=[CH:17][CH2:18]2)=[CH:25][CH:24]=1. (3) The product is: [ClH:27].[NH2:13][C:6]1[C:7]2[C:12](=[CH:11][CH:10]=[CH:9][CH:8]=2)[N:4]([C:1](=[O:3])[CH3:2])[CH:5]=1. Given the reactants [C:1]([N:4]1[C:12]2[C:7](=[CH:8][CH:9]=[CH:10][CH:11]=2)[C:6]([NH:13]C(=O)OC(C)(C)C)=[CH:5]1)(=[O:3])[CH3:2].O1CCOCC1.[ClH:27], predict the reaction product. (4) Given the reactants [NH2:1][C@@H:2]([CH2:6][CH2:7][C:8]([NH:10][C@H:11]([C:14]([NH:16][CH2:17][C:18]([OH:20])=[O:19])=[O:15])[CH2:12][SH:13])=[O:9])[C:3]([OH:5])=[O:4].[CH:21](SC[C@@H](C(NCC(O)=O)=O)NC(=O)CC[C@@H](C(O)=O)N)=[O:22].OCSC[C@@H](C(NCC(O)=O)=O)NC(=O)CC[C@@H](C(O)=O)N, predict the reaction product. The product is: [NH2:1][C@@H:2]([CH2:6][CH2:7][C:8]([NH:10][C@H:11]([C:14]([NH:16][CH2:17][C:18]([OH:20])=[O:19])=[O:15])[CH2:12][SH:13])=[O:9])[C:3]([OH:5])=[O:4].[CH2:21]=[O:22]. (5) Given the reactants Br[CH2:2][C:3]([C:5]1[CH:10]=[CH:9][CH:8]=[C:7]([F:11])[CH:6]=1)=[O:4].[NH:12]1[CH2:17][CH2:16][CH2:15][CH2:14][CH2:13]1.CCN(C(C)C)C(C)C, predict the reaction product. The product is: [F:11][C:7]1[CH:6]=[C:5]([C:3](=[O:4])[CH2:2][N:12]2[CH2:17][CH2:16][CH2:15][CH2:14][CH2:13]2)[CH:10]=[CH:9][CH:8]=1. (6) Given the reactants [CH3:1][C@@H:2](CCCC1C=CC=CC=1)[C:3](=[O:11])[CH2:4][P:5](=[O:10])([O:8][CH3:9])[O:6][CH3:7].Br[CH2:22][CH2:23][CH2:24][CH2:25][CH2:26][C:27]1[CH:32]=[CH:31][CH:30]=[CH:29][CH:28]=1, predict the reaction product. The product is: [CH3:1][C@@H:2]([CH2:22][CH2:23][CH2:24][CH2:25][CH2:26][C:27]1[CH:32]=[CH:31][CH:30]=[CH:29][CH:28]=1)[C:3](=[O:11])[CH2:4][P:5](=[O:10])([O:6][CH3:7])[O:8][CH3:9]. (7) Given the reactants BrN1C(C)(C)C(=O)N(Br)C1=O.[CH3:12][N:13]1[C:21]([C:22]2[CH:27]=[CH:26][CH:25]=[CH:24][CH:23]=2)=[C:20]2[C:15]([C:16]3([C:36]4[CH:41]=[CH:40][CH:39]=[CH:38][CH:37]=4)[CH2:31][CH:30]([C:32]#[N:33])[C:29](=[O:34])[CH:28]([CH3:35])[CH:17]3[CH2:18][CH2:19]2)=[N:14]1.N1C=CC=CC=1, predict the reaction product. The product is: [CH3:12][N:13]1[C:21]([C:22]2[CH:27]=[CH:26][CH:25]=[CH:24][CH:23]=2)=[C:20]2[C:15]([C:16]3([C:36]4[CH:41]=[CH:40][CH:39]=[CH:38][CH:37]=4)[CH:31]=[C:30]([C:32]#[N:33])[C:29](=[O:34])[CH:28]([CH3:35])[CH:17]3[CH2:18][CH2:19]2)=[N:14]1.